Dataset: Forward reaction prediction with 1.9M reactions from USPTO patents (1976-2016). Task: Predict the product of the given reaction. (1) Given the reactants [Cl:1][C:2]1[C:3]([F:31])=[C:4]([C@@H:8]2[C@:12]([C:15]3[CH:20]=[CH:19][C:18]([Cl:21])=[CH:17][C:16]=3[F:22])([C:13]#[N:14])[C@H:11]([CH2:23][C:24]([CH3:27])([CH3:26])[CH3:25])[NH:10][C@H:9]2[C:28]([OH:30])=O)[CH:5]=[CH:6][CH:7]=1.C(N(CC)C(C)C)(C)C.[NH2:41][C:42]1[CH:47]=[CH:46][C:45]([N:48]2[CH2:53][CH2:52][CH:51]([C:54]([O:56][CH2:57][CH3:58])=[O:55])[CH2:50][CH2:49]2)=[CH:44][CH:43]=1.CN(C(ON1N=NC2C=CC=NC1=2)=[N+](C)C)C.F[P-](F)(F)(F)(F)F, predict the reaction product. The product is: [CH2:57]([O:56][C:54]([CH:51]1[CH2:50][CH2:49][N:48]([C:45]2[CH:46]=[CH:47][C:42]([NH:41][C:28]([C@H:9]3[C@H:8]([C:4]4[CH:5]=[CH:6][CH:7]=[C:2]([Cl:1])[C:3]=4[F:31])[C@:12]([C:15]4[CH:20]=[CH:19][C:18]([Cl:21])=[CH:17][C:16]=4[F:22])([C:13]#[N:14])[C@H:11]([CH2:23][C:24]([CH3:25])([CH3:27])[CH3:26])[NH:10]3)=[O:30])=[CH:43][CH:44]=2)[CH2:53][CH2:52]1)=[O:55])[CH3:58]. (2) Given the reactants [OH-].[K+].C([O:5][C:6]([CH:8]1[CH2:25][N:12]2[CH2:13][CH2:14][C:15]3[C:20]([CH:11]2[CH2:10][CH:9]1[NH:26][C:27]([O:29][C:30]([CH3:33])([CH3:32])[CH3:31])=[O:28])=[CH:19][C:18]([O:21][CH3:22])=[C:17]([O:23][CH3:24])[CH:16]=3)=[O:7])C, predict the reaction product. The product is: [C:30]([O:29][C:27]([NH:26][CH:9]1[CH:8]([C:6]([OH:7])=[O:5])[CH2:25][N:12]2[CH2:13][CH2:14][C:15]3[C:20]([CH:11]2[CH2:10]1)=[CH:19][C:18]([O:21][CH3:22])=[C:17]([O:23][CH3:24])[CH:16]=3)=[O:28])([CH3:33])([CH3:31])[CH3:32]. (3) The product is: [CH3:30][S:31]([O:21][CH2:20][C@@H:17]1[CH2:18][NH:19][C:12]2[C:8]3[C:9]4[CH:10]=[CH:11][C:2]([Cl:1])=[N:3][C:4]=4[CH:5]=[CH:6][C:7]=3[S:14][C:13]=2[C:15](=[O:22])[NH:16]1)(=[O:33])=[O:32]. Given the reactants [Cl:1][C:2]1[CH:11]=[CH:10][C:9]2[C:8]3[C:12]4[NH:19][CH2:18][CH:17]([CH2:20][OH:21])[NH:16][C:15](=[O:22])[C:13]=4[S:14][C:7]=3[CH:6]=[CH:5][C:4]=2[N:3]=1.C(N(CC)CC)C.[CH3:30][S:31](Cl)(=[O:33])=[O:32], predict the reaction product. (4) Given the reactants [CH3:1][N:2]([CH3:20])[C:3]([C:5]1[N:14]([CH:15]2[CH2:19][CH2:18][CH2:17][CH2:16]2)[C:8]2[N:9]=[C:10](Cl)[N:11]=[CH:12][C:7]=2[CH:6]=1)=[O:4].[C:21]([O:25][C:26]([N:28]1[CH:33]2[CH2:34][CH2:35][CH:29]1[CH2:30][N:31]([C:36]([C:38]1[C:39]([CH3:45])=[N:40][C:41]([NH2:44])=[CH:42][CH:43]=1)=[O:37])[CH2:32]2)=[O:27])([CH3:24])([CH3:23])[CH3:22], predict the reaction product. The product is: [C:21]([O:25][C:26]([N:28]1[CH:29]2[CH2:35][CH2:34][CH:33]1[CH2:32][N:31]([C:36]([C:38]1[C:39]([CH3:45])=[N:40][C:41]([NH:44][C:10]3[N:11]=[CH:12][C:7]4[CH:6]=[C:5]([C:3](=[O:4])[N:2]([CH3:20])[CH3:1])[N:14]([CH:15]5[CH2:19][CH2:18][CH2:17][CH2:16]5)[C:8]=4[N:9]=3)=[CH:42][CH:43]=1)=[O:37])[CH2:30]2)=[O:27])([CH3:24])([CH3:23])[CH3:22]. (5) The product is: [Cl:23][C:24]1[CH:25]=[C:26]([C:30]2[N:34]3[N:35]=[C:36]([NH:39][CH:40]4[CH2:45][CH2:44][C:43](=[CH:6][C:7]#[N:8])[CH2:42][CH2:41]4)[CH:37]=[CH:38][C:33]3=[N:32][CH:31]=2)[CH:27]=[CH:28][CH:29]=1. Given the reactants CCOP(OCC)([CH2:6][C:7]#[N:8])=O.CN1C(=O)N(C)CCC1.[H-].[Na+].[Cl:23][C:24]1[CH:25]=[C:26]([C:30]2[N:34]3[N:35]=[C:36]([NH:39][CH:40]4[CH2:45][CH2:44][C:43](=O)[CH2:42][CH2:41]4)[CH:37]=[CH:38][C:33]3=[N:32][CH:31]=2)[CH:27]=[CH:28][CH:29]=1, predict the reaction product.